Dataset: Full USPTO retrosynthesis dataset with 1.9M reactions from patents (1976-2016). Task: Predict the reactants needed to synthesize the given product. (1) Given the product [C:13]([O:16][C:17](=[O:18])[NH:11][C:5]1[CH:4]=[CH:3][C:2]([Br:1])=[C:7]([N+:8]([O-:10])=[O:9])[N:6]=1)([CH3:15])([CH3:14])[CH3:12], predict the reactants needed to synthesize it. The reactants are: [Br:1][C:2]1[CH:3]=[CH:4][C:5]([NH2:11])=[N:6][C:7]=1[N+:8]([O-:10])=[O:9].[CH3:12][C:13]([O:16][C:17](O[C:17]([O:16][C:13]([CH3:15])([CH3:14])[CH3:12])=[O:18])=[O:18])([CH3:15])[CH3:14]. (2) Given the product [CH2:21]([N:23]([CH:24]([CH3:26])[CH3:25])[C:12]([C:10]1[CH:9]=[N:8][C:7]([N:15]2[CH2:18][C:17]([F:20])([F:19])[CH2:16]2)=[C:6]([O:5][CH2:4][CH:1]2[CH2:2][CH2:3]2)[N:11]=1)=[O:14])[CH3:22], predict the reactants needed to synthesize it. The reactants are: [CH:1]1([CH2:4][O:5][C:6]2[N:11]=[C:10]([C:12]([OH:14])=O)[CH:9]=[N:8][C:7]=2[N:15]2[CH2:18][C:17]([F:20])([F:19])[CH2:16]2)[CH2:3][CH2:2]1.[CH2:21]([NH:23][CH:24]([CH3:26])[CH3:25])[CH3:22]. (3) Given the product [NH2:31][C@H:49]([C:47]([OH:46])=[O:48])[CH2:50][CH2:51][C:64]([OH:66])=[O:67].[OH:48][C:47]([CH2:49][CH2:50][CH2:51][CH2:52][C@H:53]1[C@@H:61]2[C@@H:56]([NH:57][C:58]([NH:60]2)=[O:59])[CH2:55][S:54]1)=[O:46], predict the reactants needed to synthesize it. The reactants are: O=C[C@@H]([C@H]([C@@H]([C@@H](CO)O)O)O)O.S([O-])([O-])(=O)=O.[NH4+].[NH4+].OP([O-])(O)=O.[K+].CC1[N+:31](CC2C=NC(C)=NC=2N)=CSC=1CCO.Cl.[Cl-].[OH:46][C:47]([CH2:49][CH2:50][CH2:51][CH2:52][C@H:53]1[C@@H:61]2[C@@H:56]([NH:57][C:58]([NH:60]2)=[O:59])[CH2:55][S:54]1)=[O:48].[OH-].[K+].[C:64](=[O:67])([O-:66])[O-].[Ca+2]. (4) Given the product [CH3:1][O:2][C:3]1[CH:4]=[C:5]([C:13]2[O:21][C:20]3[C:15](=[N:16][CH:17]=[CH:18][C:19]=3[C:22]3[CH:23]=[C:24]([CH2:25][NH:26][C:30](=[O:32])[CH3:31])[CH:27]=[CH:28][CH:29]=3)[CH:14]=2)[CH:6]=[C:7]([O:11][CH3:12])[C:8]=1[O:9][CH3:10], predict the reactants needed to synthesize it. The reactants are: [CH3:1][O:2][C:3]1[CH:4]=[C:5]([C:13]2[O:21][C:20]3[C:15](=[N:16][CH:17]=[CH:18][C:19]=3[C:22]3[CH:23]=[C:24]([CH:27]=[CH:28][CH:29]=3)[CH2:25][NH2:26])[CH:14]=2)[CH:6]=[C:7]([O:11][CH3:12])[C:8]=1[O:9][CH3:10].[C:30](OC(=O)C)(=[O:32])[CH3:31].O. (5) The reactants are: [CH2:1]([O:3][C:4]([C:6]1[NH:7][C:8]([CH3:21])=[C:9]([C:12]2[CH:17]=[CH:16][C:15]([C:18]([OH:20])=O)=[CH:14][CH:13]=2)[C:10]=1[CH3:11])=[O:5])[CH3:2].C(Cl)(=O)C(Cl)=O.[CH2:28]([NH2:35])[C:29]1[CH:34]=[CH:33][CH:32]=[CH:31][CH:30]=1.C(=O)(O)[O-].[Na+]. Given the product [CH2:1]([O:3][C:4]([C:6]1[NH:7][C:8]([CH3:21])=[C:9]([C:12]2[CH:13]=[CH:14][C:15]([C:18](=[O:20])[NH:35][CH2:28][C:29]3[CH:34]=[CH:33][CH:32]=[CH:31][CH:30]=3)=[CH:16][CH:17]=2)[C:10]=1[CH3:11])=[O:5])[CH3:2], predict the reactants needed to synthesize it. (6) Given the product [Br:13][C:14]1[CH:15]=[CH:16][C:17]([C:20](=[O:30])[CH2:21][N:22]2[CH:26]=[CH:25][N:24]=[C:23]2[CH2:27][O:5][CH3:4])=[N:18][CH:19]=1, predict the reactants needed to synthesize it. The reactants are: Br.BrC[C:4](C1C=CC(Br)=CN=1)=[O:5].[Br:13][C:14]1[CH:15]=[CH:16][C:17]([C:20](=[O:30])[CH2:21][N:22]2[CH:26]=[CH:25][N:24]=[C:23]2[CH2:27]CC)=[N:18][CH:19]=1. (7) Given the product [Br:1][C:2]1[CH:7]=[CH:6][C:5]([S:8]([NH:12][CH2:13][CH2:14][OH:15])(=[O:10])=[O:9])=[CH:4][CH:3]=1, predict the reactants needed to synthesize it. The reactants are: [Br:1][C:2]1[CH:7]=[CH:6][C:5]([S:8](Cl)(=[O:10])=[O:9])=[CH:4][CH:3]=1.[NH2:12][CH2:13][CH2:14][OH:15].CCN(C(C)C)C(C)C. (8) Given the product [OH:40][CH2:39][C@H:34]1[CH2:35][CH2:36][C:37](=[O:38])[N:33]1[CH2:32][C:31]#[C:30][C:28]1[S:29][C:25]([C:23]([O:22][CH3:21])=[O:24])=[CH:26][CH:27]=1, predict the reactants needed to synthesize it. The reactants are: OC[C@H]1CCC(=O)N1CCC1C=CC(C(OC)=O)=CC=1.[CH3:21][O:22][C:23]([C:25]1[S:29][C:28]([C:30]#[C:31][CH2:32][N:33]2[C:37](=[O:38])[CH2:36][CH2:35][C@@H:34]2[C:39](O)=[O:40])=[CH:27][CH:26]=1)=[O:24].C(N(CC)CC)C.ClCCl.